The task is: Predict the reactants needed to synthesize the given product.. This data is from Full USPTO retrosynthesis dataset with 1.9M reactions from patents (1976-2016). (1) Given the product [C:33]([NH:1][C:2]1[CH:3]=[C:4]([CH:30]=[CH:31][CH:32]=1)[CH2:5][NH:6][C:7]1[CH:12]=[C:11]([NH:13][C:14]2[CH:15]=[CH:16][C:17]([N:20]3[CH2:25][CH2:24][O:23][CH2:22][CH2:21]3)=[CH:18][CH:19]=2)[N:10]=[CH:9][C:8]=1[CH2:26][C:27]([NH2:29])=[O:28])(=[O:35])[CH3:34], predict the reactants needed to synthesize it. The reactants are: [NH2:1][C:2]1[CH:3]=[C:4]([CH:30]=[CH:31][CH:32]=1)[CH2:5][NH:6][C:7]1[CH:12]=[C:11]([NH:13][C:14]2[CH:19]=[CH:18][C:17]([N:20]3[CH2:25][CH2:24][O:23][CH2:22][CH2:21]3)=[CH:16][CH:15]=2)[N:10]=[CH:9][C:8]=1[CH2:26][C:27]([NH2:29])=[O:28].[C:33](OC(=O)C)(=[O:35])[CH3:34].O. (2) Given the product [Cl:26][C:22]1[CH:21]=[C:20]([C:7]2[C:6](/[CH:5]=[CH:4]/[C:1]([O:3][CH3:29])=[O:2])=[CH:15][C:14]([O:16][CH3:17])=[C:13]3[C:8]=2[CH:9]=[N:10][C:11]([NH:18][CH3:19])=[N:12]3)[CH:25]=[CH:24][CH:23]=1, predict the reactants needed to synthesize it. The reactants are: [C:1](/[CH:4]=[CH:5]/[C:6]1[C:7]([C:20]2[CH:25]=[CH:24][CH:23]=[C:22]([Cl:26])[CH:21]=2)=[C:8]2[C:13](=[C:14]([O:16][CH3:17])[CH:15]=1)[N:12]=[C:11]([NH:18][CH3:19])[N:10]=[CH:9]2)([OH:3])=[O:2].IC.[C:29](=O)([O-])[O-].[K+].[K+].O. (3) Given the product [CH:17]1([C:20]2[CH:26]=[CH:25][C:23]([N:24]3[CH2:14][CH2:13][C:6]4([CH2:7][CH2:8][C:9](=[CH2:12])[CH2:10][CH2:11]4)[C:4]3=[O:5])=[CH:22][CH:21]=2)[CH2:19][CH2:18]1, predict the reactants needed to synthesize it. The reactants are: C(O[C:4]([C:6]1([CH2:13][CH2:14]OC)[CH2:11][CH2:10][C:9](=[CH2:12])[CH2:8][CH2:7]1)=[O:5])C.[CH:17]1([C:20]2[CH:26]=[CH:25][C:23]([NH2:24])=[CH:22][CH:21]=2)[CH2:19][CH2:18]1.[Cl-].C[Al+]C.Cl.